This data is from Full USPTO retrosynthesis dataset with 1.9M reactions from patents (1976-2016). The task is: Predict the reactants needed to synthesize the given product. (1) Given the product [N+:4]([C:7]1[CH:14]=[CH:13][CH:12]=[CH:11][C:8]=1[CH2:9][NH:10][C:22](=[O:23])[CH2:21][C:20](=[O:19])[CH3:25])([O-:6])=[O:5], predict the reactants needed to synthesize it. The reactants are: [OH-].[Na+].Cl.[N+:4]([C:7]1[CH:14]=[CH:13][CH:12]=[CH:11][C:8]=1[CH2:9][NH2:10])([O-:6])=[O:5].CO.CC1(C)[O:23][C:22](=O)[CH:21]=[C:20]([CH3:25])[O:19]1. (2) Given the product [C:41]([O:42][C:53]([N:17]([CH2:16][CH2:15][CH2:14][N:13]1[C:12]([C:21]2[CH:22]=[CH:23][C:24]([F:27])=[CH:25][CH:26]=2)=[CH:11][S:10][C:9]1=[N:8][C:5]1[CH:6]=[CH:7][C:2]([Cl:1])=[CH:3][C:4]=1[O:28][CH3:29])[CH2:18][CH2:19][O:20][CH2:33][C:34]([O:36][CH2:37][CH3:38])=[O:35])=[O:52])([CH3:40])([CH3:43])[CH3:46], predict the reactants needed to synthesize it. The reactants are: [Cl:1][C:2]1[CH:7]=[CH:6][C:5]([N:8]=[C:9]2[N:13]([CH2:14][CH2:15][CH2:16][NH:17][CH2:18][CH2:19][OH:20])[C:12]([C:21]3[CH:26]=[CH:25][C:24]([F:27])=[CH:23][CH:22]=3)=[CH:11][S:10]2)=[C:4]([O:28][CH3:29])[CH:3]=1.[H-].[Na+].Br[CH2:33][C:34]([O:36][CH2:37][CH3:38])=[O:35].C(O)(=O)[CH2:40][C:41]([CH2:46]C(O)=O)([C:43](O)=O)[OH:42].[O:52]1CCC[CH2:53]1. (3) Given the product [OH:8][C:9]1[CH:10]=[C:11]([CH:39]=[CH:40][CH:41]=1)[CH2:12][N:13]1[C:21]2[C:16](=[C:17]([NH:22][C:23]([C:25]3[N:29]4[CH:30]=[CH:31][C:32]([O:34][CH2:35][CH2:36][O:37][CH3:38])=[CH:33][C:28]4=[N:27][CH:26]=3)=[O:24])[CH:18]=[CH:19][CH:20]=2)[CH:15]=[N:14]1, predict the reactants needed to synthesize it. The reactants are: C([O:8][C:9]1[CH:10]=[C:11]([CH:39]=[CH:40][CH:41]=1)[CH2:12][N:13]1[C:21]2[C:16](=[C:17]([NH:22][C:23]([C:25]3[N:29]4[CH:30]=[CH:31][C:32]([O:34][CH2:35][CH2:36][O:37][CH3:38])=[CH:33][C:28]4=[N:27][CH:26]=3)=[O:24])[CH:18]=[CH:19][CH:20]=2)[CH:15]=[N:14]1)C1C=CC=CC=1. (4) Given the product [ClH:3].[Cl:3][CH2:16][CH2:15][CH2:14][NH:13][C:10]1[C:9]([N+:18]([O-:20])=[O:19])=[C:8]([O:21][C:22]2[CH:27]=[CH:26][CH:25]=[CH:24][CH:23]=2)[N:7]=[C:6]([CH3:5])[C:11]=1[CH3:12], predict the reactants needed to synthesize it. The reactants are: S(Cl)([Cl:3])=O.[CH3:5][C:6]1[C:11]([CH3:12])=[C:10]([NH:13][CH2:14][CH2:15][CH2:16]O)[C:9]([N+:18]([O-:20])=[O:19])=[C:8]([O:21][C:22]2[CH:27]=[CH:26][CH:25]=[CH:24][CH:23]=2)[N:7]=1. (5) Given the product [ClH:38].[NH2:24][C:21]1[CH:22]=[CH:23][C:18]([CH2:17][C@H:14]2[C@H:15]([OH:16])[C@@H:10]([NH:9][CH2:8][C:7]3[CH:35]=[CH:36][CH:37]=[C:5]([C:1]([CH3:3])([CH3:4])[CH3:2])[CH:6]=3)[CH2:11][S:12](=[O:33])(=[O:34])[CH2:13]2)=[CH:19][C:20]=1[O:27][CH2:28][C:29]([F:32])([F:30])[F:31], predict the reactants needed to synthesize it. The reactants are: [C:1]([C:5]1[CH:6]=[C:7]([CH:35]=[CH:36][CH:37]=1)[CH2:8][NH:9][C@@H:10]1[C@@H:15]([OH:16])[C@H:14]([CH2:17][C:18]2[CH:23]=[CH:22][C:21]([N+:24]([O-])=O)=[C:20]([O:27][CH2:28][C:29]([F:32])([F:31])[F:30])[CH:19]=2)[CH2:13][S:12](=[O:34])(=[O:33])[CH2:11]1)([CH3:4])([CH3:3])[CH3:2].[ClH:38].CCOC(C)=O. (6) Given the product [CH3:1][O:2][C:3]1[C:4](=[O:26])[C:5]([CH3:25])=[C:6]([CH2:12][C:13]2[CH:14]=[C:15]([CH2:19][CH2:20][CH2:21][C:22]([N:27]3[CH2:32][CH2:31][CH2:30][CH2:29][CH2:28]3)=[O:24])[CH:16]=[CH:17][CH:18]=2)[C:7](=[O:11])[C:8]=1[O:9][CH3:10], predict the reactants needed to synthesize it. The reactants are: [CH3:1][O:2][C:3]1[C:4](=[O:26])[C:5]([CH3:25])=[C:6]([CH2:12][C:13]2[CH:14]=[C:15]([CH2:19][CH2:20][CH2:21][C:22]([OH:24])=O)[CH:16]=[CH:17][CH:18]=2)[C:7](=[O:11])[C:8]=1[O:9][CH3:10].[NH:27]1[CH2:32][CH2:31][CH2:30][CH2:29][CH2:28]1. (7) Given the product [NH2:12][C:9]1[CH:8]=[CH:7][C:6]([NH:5][C:1](=[O:4])[CH:2]=[CH2:3])=[CH:11][CH:10]=1, predict the reactants needed to synthesize it. The reactants are: [C:1]([NH:5][C:6]1[CH:11]=[CH:10][C:9]([NH:12]C(=O)OC(C)(C)C)=[CH:8][CH:7]=1)(=[O:4])[CH:2]=[CH2:3].C(O)(C(F)(F)F)=O.